Task: Predict the product of the given reaction.. Dataset: Forward reaction prediction with 1.9M reactions from USPTO patents (1976-2016) (1) Given the reactants [Cl:1][C:2]1[CH:14]=[CH:13][C:5]([O:6][CH2:7][C:8]([O:10][CH2:11][CH3:12])=[O:9])=[C:4]([C:15]2[C:20]3[S:21][C:22]([CH:24]([CH3:26])[CH3:25])=[N:23][C:19]=3[CH2:18][CH2:17][N:16]=2)[CH:3]=1.[BH4-].[Na+].CCN(C(C)C)C(C)C.Cl[C:39]([O:41][CH2:42][C:43]1[CH:48]=[CH:47][CH:46]=[CH:45][CH:44]=1)=[O:40], predict the reaction product. The product is: [CH2:42]([O:41][C:39]([N:16]1[CH2:17][CH2:18][C:19]2[N:23]=[C:22]([CH:24]([CH3:25])[CH3:26])[S:21][C:20]=2[CH:15]1[C:4]1[CH:3]=[C:2]([Cl:1])[CH:14]=[CH:13][C:5]=1[O:6][CH2:7][C:8]([O:10][CH2:11][CH3:12])=[O:9])=[O:40])[C:43]1[CH:48]=[CH:47][CH:46]=[CH:45][CH:44]=1. (2) Given the reactants [F:1][C:2]1[CH:10]=[C:9](B2OC(C)(C)C(C)(C)O2)[C:8]2[N:7]3[CH2:20][CH2:21][NH:22][C:23](=[O:24])[C:6]3=[C:5]([CH3:25])[C:4]=2[CH:3]=1.Br[C:27]1[S:28][CH:29]=[CH:30][N:31]=1.C(=O)([O-])[O-].[K+].[K+].C1(P(C2C=CC=CC=2)C2C=CC=CC=2)C=CC=CC=1, predict the reaction product. The product is: [F:1][C:2]1[CH:10]=[C:9]([C:27]2[S:28][CH:29]=[CH:30][N:31]=2)[C:8]2[N:7]3[CH2:20][CH2:21][NH:22][C:23](=[O:24])[C:6]3=[C:5]([CH3:25])[C:4]=2[CH:3]=1.